From a dataset of Catalyst prediction with 721,799 reactions and 888 catalyst types from USPTO. Predict which catalyst facilitates the given reaction. (1) Reactant: [OH-].[K+].C[O:4][C:5](=[O:21])/[CH:6]=[CH:7]/[C:8]1[CH:13]=[CH:12][C:11]([O:14][CH2:15][CH2:16][CH2:17][CH3:18])=[C:10]([O:19][CH3:20])[CH:9]=1. Product: [CH2:15]([O:14][C:11]1[CH:12]=[CH:13][C:8](/[CH:7]=[CH:6]/[C:5]([OH:21])=[O:4])=[CH:9][C:10]=1[O:19][CH3:20])[CH2:16][CH2:17][CH3:18]. The catalyst class is: 24. (2) Reactant: [Cl:1][C:2]1[N:7]=[C:6](Cl)[CH:5]=[C:4]([Cl:9])[N:3]=1.Cl.[CH2:11]([O:13][CH2:14][CH2:15][CH2:16][NH:17][C:18](=[O:25])[C@H:19]([CH2:21][CH:22]([CH3:24])[CH3:23])[NH2:20])[CH3:12].C(N(CC)C(C)C)(C)C. Product: [CH2:11]([O:13][CH2:14][CH2:15][CH2:16][NH:17][C:18](=[O:25])[CH:19]([NH:20][C:6]1[CH:5]=[C:4]([Cl:9])[N:3]=[C:2]([Cl:1])[N:7]=1)[CH2:21][CH:22]([CH3:23])[CH3:24])[CH3:12]. The catalyst class is: 148. (3) Reactant: [Br:1][C:2]1[C:3]([OH:18])=[C:4]([C:7](=[O:17])[CH2:8][C:9]([N:11]2[CH2:16][CH2:15][O:14][CH2:13][CH2:12]2)=O)[S:5][CH:6]=1.FC(F)(F)S(OS(C(F)(F)F)(=O)=O)(=O)=O. Product: [Br:1][C:2]1[C:3]2[O:18][C:9]([N:11]3[CH2:12][CH2:13][O:14][CH2:15][CH2:16]3)=[CH:8][C:7](=[O:17])[C:4]=2[S:5][CH:6]=1. The catalyst class is: 4. (4) Reactant: [Cl:1][C:2]1[C:10]([N+:11]([O-:13])=[O:12])=[CH:9][CH:8]=[CH:7][C:3]=1[C:4]([OH:6])=[O:5].S(=O)(=O)(O)O.[CH3:19]O. Product: [Cl:1][C:2]1[C:10]([N+:11]([O-:13])=[O:12])=[CH:9][CH:8]=[CH:7][C:3]=1[C:4]([O:6][CH3:19])=[O:5]. The catalyst class is: 13. (5) Reactant: Cl[C:2]1[N:6]([CH3:7])[N:5]=[C:4]([C:8]2[CH:13]=[CH:12][C:11]([O:14][CH:15]([CH3:17])[CH3:16])=[C:10]([CH3:18])[CH:9]=2)[C:3]=1[CH:19]=[O:20].[O:21]1CCC[CH2:22]1.CO.[H-].[Na+]. Product: [CH:19]([C:3]1[C:4]([C:8]2[CH:13]=[CH:12][C:11]([O:14][CH:15]([CH3:17])[CH3:16])=[C:10]([CH3:18])[CH:9]=2)=[N:5][N:6]([CH3:7])[C:2]=1[O:21][CH3:22])=[O:20]. The catalyst class is: 6. (6) Reactant: [F:1][C:2]1[CH:3]=[CH:4][C:5]2[C:9]([CH:10]3[CH2:15][CH2:14][N:13]([CH2:16][CH2:17][CH2:18][N:19]4[C:27]5[CH2:26][CH2:25][N:24]([S:28]([CH3:31])(=[O:30])=[O:29])[CH2:23][C:22]=5[C:21]([C:32]5[CH:37]=[CH:36][C:35]([C:38]([F:41])([F:40])[F:39])=[CH:34][CH:33]=5)=[N:20]4)[CH2:12][CH2:11]3)=[C:8]([C:42](O)=[O:43])[S:7][C:6]=2[CH:45]=1.CN(C(O[N:54]1N=[N:61][C:56]2C=CC=C[C:55]1=2)=[N+](C)C)C.F[P-](F)(F)(F)(F)F.CCN(C(C)C)C(C)C.C(N)CN. Product: [NH2:54][CH2:55][CH2:56][NH:61][C:42]([C:8]1[S:7][C:6]2[CH:45]=[C:2]([F:1])[CH:3]=[CH:4][C:5]=2[C:9]=1[CH:10]1[CH2:11][CH2:12][N:13]([CH2:16][CH2:17][CH2:18][N:19]2[C:27]3[CH2:26][CH2:25][N:24]([S:28]([CH3:31])(=[O:29])=[O:30])[CH2:23][C:22]=3[C:21]([C:32]3[CH:33]=[CH:34][C:35]([C:38]([F:40])([F:39])[F:41])=[CH:36][CH:37]=3)=[N:20]2)[CH2:14][CH2:15]1)=[O:43]. The catalyst class is: 3. (7) Reactant: [SH:1][C:2]1SC=[C:5]([C:7]2C=CC=[CH:9][CH:8]=2)[N:6]=1.F[C:14]1[CH:19]=[CH:18][C:17]([N+:20]([O-])=O)=[CH:16][CH:15]=1.C([O-])([O-])=O.[K+].[K+]. Product: [N:6]1[CH:5]=[CH:7][CH:8]=[CH:9][C:2]=1[S:1][C:14]1[CH:19]=[CH:18][C:17]([NH2:20])=[CH:16][CH:15]=1. The catalyst class is: 31.